Task: Predict the reactants needed to synthesize the given product.. Dataset: Full USPTO retrosynthesis dataset with 1.9M reactions from patents (1976-2016) (1) Given the product [CH3:1][N:2]1[C:11]2[C:6](=[CH:7][CH:8]=[CH:9][C:10]=2[C:12]([NH:15][C:16]2[CH:17]=[CH:18][C:19]([CH2:22][C:23](=[O:24])[NH:25][C:26]3[CH:31]=[CH:30][CH:29]=[CH:28][N:27]=3)=[CH:20][CH:21]=2)=[O:14])[CH2:5][CH2:4][CH2:3]1, predict the reactants needed to synthesize it. The reactants are: [CH3:1][N:2]1[C:11]2[C:6](=[CH:7][CH:8]=[CH:9][C:10]=2[C:12]([OH:14])=O)[CH2:5][CH2:4][CH2:3]1.[NH2:15][C:16]1[CH:21]=[CH:20][C:19]([CH2:22][C:23]([NH:25][C:26]2[CH:31]=[CH:30][CH:29]=[CH:28][N:27]=2)=[O:24])=[CH:18][CH:17]=1.ON1C2C=CC=CC=2N=N1.CN(C)CCCN=C=NCC. (2) Given the product [CH3:1][O:2][C:3]1[CH:4]=[CH:5][CH:6]=[C:7]2[C:12]=1[CH2:11][NH:10][CH2:9][CH2:8]2, predict the reactants needed to synthesize it. The reactants are: [CH3:1][O:2][C:3]1[CH:4]=[CH:5][CH:6]=[C:7]2[C:12]=1[C:11](=O)[NH:10][CH2:9][CH2:8]2.C1COCC1.[H-].[H-].[H-].[H-].[Li+].[Al+3].[OH-].[Na+]. (3) Given the product [Cl:21][C:17]1[CH:16]=[C:15]([CH:20]=[CH:19][CH:18]=1)[CH2:14][N:13]1[C:12]2[CH:22]=[C:23]([F:27])[C:24]([F:26])=[CH:25][C:11]=2[N:10]=[C:9]1[C:5]1[CH:4]=[CH:3][C:2]([Cl:1])=[CH:7][C:6]=1[O:8][CH2:29][CH:30]1[CH2:32][CH2:31]1, predict the reactants needed to synthesize it. The reactants are: [Cl:1][C:2]1[CH:3]=[CH:4][C:5]([C:9]2[N:13]([CH2:14][C:15]3[CH:20]=[CH:19][CH:18]=[C:17]([Cl:21])[CH:16]=3)[C:12]3[CH:22]=[C:23]([F:27])[C:24]([F:26])=[CH:25][C:11]=3[N:10]=2)=[C:6]([OH:8])[CH:7]=1.Br[CH2:29][CH:30]1[CH2:32][CH2:31]1.